Dataset: Peptide-MHC class I binding affinity with 185,985 pairs from IEDB/IMGT. Task: Regression. Given a peptide amino acid sequence and an MHC pseudo amino acid sequence, predict their binding affinity value. This is MHC class I binding data. (1) The peptide sequence is RFRCVGPAP. The MHC is HLA-B40:01 with pseudo-sequence HLA-B40:01. The binding affinity (normalized) is 0.0847. (2) The peptide sequence is MTRRRVLSV. The MHC is HLA-A23:01 with pseudo-sequence HLA-A23:01. The binding affinity (normalized) is 0.213. (3) The peptide sequence is ELLRPTTLV. The MHC is HLA-A68:02 with pseudo-sequence HLA-A68:02. The binding affinity (normalized) is 0.587. (4) The peptide sequence is SSYIDFENTK. The MHC is HLA-A68:01 with pseudo-sequence HLA-A68:01. The binding affinity (normalized) is 0.708. (5) The peptide sequence is AVRQKSRWI. The MHC is HLA-B35:01 with pseudo-sequence HLA-B35:01. The binding affinity (normalized) is 0.0847. (6) The peptide sequence is TLALEVAQQK. The MHC is HLA-B35:03 with pseudo-sequence HLA-B35:03. The binding affinity (normalized) is 0. (7) The peptide sequence is NCVRNLEEL. The MHC is H-2-Db with pseudo-sequence H-2-Db. The binding affinity (normalized) is 0.393. (8) The peptide sequence is SLYYTVATL. The MHC is HLA-A02:02 with pseudo-sequence HLA-A02:02. The binding affinity (normalized) is 0.530. (9) The peptide sequence is ELYDTSPTKR. The MHC is HLA-A33:01 with pseudo-sequence HLA-A33:01. The binding affinity (normalized) is 0.542.